This data is from Forward reaction prediction with 1.9M reactions from USPTO patents (1976-2016). The task is: Predict the product of the given reaction. Given the reactants [NH2:1][C:2]1[CH:7]=[CH:6][C:5]([CH3:8])=[CH:4][C:3]=1[C:9]1[C:10](=[O:15])[CH2:11][CH2:12][C:13]=1[CH3:14].[C:16]1([CH3:26])[CH:21]=[CH:20][C:19]([S:22](Cl)(=[O:24])=[O:23])=[CH:18][CH:17]=1, predict the reaction product. The product is: [C:16]1([CH3:26])[CH:21]=[CH:20][C:19]([S:22]([NH:1][C:2]2[CH:7]=[CH:6][C:5]([CH3:8])=[CH:4][C:3]=2[C:9]2[C:10](=[O:15])[CH2:11][CH2:12][C:13]=2[CH3:14])(=[O:24])=[O:23])=[CH:18][CH:17]=1.